From a dataset of Full USPTO retrosynthesis dataset with 1.9M reactions from patents (1976-2016). Predict the reactants needed to synthesize the given product. (1) Given the product [NH2:2][CH2:1][C:3]1([C:8]2[CH:9]=[CH:10][C:11]([NH:14][C:15](=[O:26])[C:16]3[CH:21]=[CH:20][C:19]([O:22][CH3:23])=[C:18]([O:24][CH3:25])[CH:17]=3)=[CH:12][CH:13]=2)[CH2:4][CH2:5][CH2:6][CH2:7]1, predict the reactants needed to synthesize it. The reactants are: [C:1]([C:3]1([C:8]2[CH:13]=[CH:12][C:11]([NH:14][C:15](=[O:26])[C:16]3[CH:21]=[CH:20][C:19]([O:22][CH3:23])=[C:18]([O:24][CH3:25])[CH:17]=3)=[CH:10][CH:9]=2)[CH2:7][CH2:6][CH2:5][CH2:4]1)#[N:2].Cl. (2) Given the product [CH2:13]([O:15][C:16]([C@:18]1([NH:30][C:10](=[O:12])[CH2:9][NH:8][C:1]([O:3][C:4]([CH3:5])([CH3:6])[CH3:7])=[O:2])[CH2:23][C@H:22]([OH:24])[C@@H:21]2[C@H:19]1[C@H:20]2[C:25]([O:27][CH2:28][CH3:29])=[O:26])=[O:17])[CH3:14], predict the reactants needed to synthesize it. The reactants are: [C:1]([NH:8][CH2:9][C:10]([OH:12])=O)([O:3][C:4]([CH3:7])([CH3:6])[CH3:5])=[O:2].[CH2:13]([O:15][C:16]([C@:18]1([NH2:30])[CH2:23][C@H:22]([OH:24])[C@@H:21]2[C@H:19]1[C@H:20]2[C:25]([O:27][CH2:28][CH3:29])=[O:26])=[O:17])[CH3:14]. (3) Given the product [CH2:10]([N:7]1[CH2:8][CH2:9][N:4]2[C:1](=[O:3])[CH:2]=[C:33]([OH:39])[C:34]([OH:35])=[C:5]2[C:6]1=[O:17])[C:11]1[CH:16]=[CH:15][CH:14]=[CH:13][CH:12]=1, predict the reactants needed to synthesize it. The reactants are: [C:1]([N:4]1[CH2:9][CH2:8][N:7]([CH2:10][C:11]2[CH:16]=[CH:15][CH:14]=[CH:13][CH:12]=2)[C:6](=[O:17])[CH2:5]1)(=[O:3])[CH3:2].C[Si]([N-][Si](C)(C)C)(C)C.[Li+].C1COCC1.[C:33](OCC)(=[O:39])[C:34](OCC)=[O:35]. (4) Given the product [Cl:5][C:6]1[CH:7]=[C:8]([CH2:13][CH2:14][S:15]([Cl:3])(=[O:18])=[O:16])[CH:9]=[CH:10][C:11]=1[Cl:12], predict the reactants needed to synthesize it. The reactants are: S(Cl)([Cl:3])=O.[Cl:5][C:6]1[CH:7]=[C:8]([CH2:13][CH2:14][S:15]([O-:18])(=O)=[O:16])[CH:9]=[CH:10][C:11]=1[Cl:12].[Na+].C1C=CC=CC=1. (5) The reactants are: [CH2:1]([O:3][CH2:4][C:5]([OH:7])=O)[CH3:2].[OH:8][C:9]1[C:14]2[CH:15]=[CH:16][C:17]([O:20][CH:21]3[CH2:26][CH2:25][CH2:24][CH2:23][O:22]3)=[C:18]([CH3:19])[C:13]=2[O:12][C:11](=[O:27])[CH:10]=1.Cl.CN(C)CCCN=C=NCC. Given the product [CH2:1]([O:3][CH2:4][C:5]([C:10]1[C:11](=[O:27])[O:12][C:13]2[C:18]([CH3:19])=[C:17]([O:20][CH:21]3[CH2:26][CH2:25][CH2:24][CH2:23][O:22]3)[CH:16]=[CH:15][C:14]=2[C:9]=1[OH:8])=[O:7])[CH3:2], predict the reactants needed to synthesize it. (6) Given the product [CH3:35][C:34]1[S:36][C:2]([N:26]2[CH:30]=[N:29][CH:28]=[N:27]2)=[C:3]([C:5]2[CH:25]=[CH:24][C:8]([O:9][CH2:10][CH2:11][CH2:12][CH2:13][CH2:14][O:15][C:16]3[CH:17]=[CH:18][CH:19]=[C:20]([CH:23]=3)[C:21]#[N:22])=[CH:7][CH:6]=2)[N:37]=1, predict the reactants needed to synthesize it. The reactants are: Br[CH:2]([N:26]1[CH:30]=[N:29][CH:28]=[N:27]1)[C:3]([C:5]1[CH:25]=[CH:24][C:8]([O:9][CH2:10][CH2:11][CH2:12][CH2:13][CH2:14][O:15][C:16]2[CH:17]=[CH:18][CH:19]=[C:20]([CH:23]=2)[C:21]#[N:22])=[CH:7][CH:6]=1)=O.C(O)C.[C:34]([NH2:37])(=[S:36])[CH3:35].